From a dataset of Peptide-MHC class II binding affinity with 134,281 pairs from IEDB. Regression. Given a peptide amino acid sequence and an MHC pseudo amino acid sequence, predict their binding affinity value. This is MHC class II binding data. The peptide sequence is IGPRHPIRALVGDEV. The MHC is HLA-DQA10101-DQB10501 with pseudo-sequence HLA-DQA10101-DQB10501. The binding affinity (normalized) is 0.0210.